This data is from Full USPTO retrosynthesis dataset with 1.9M reactions from patents (1976-2016). The task is: Predict the reactants needed to synthesize the given product. (1) Given the product [F:1][C:2]1[CH:3]=[CH:4][C:5]([C:8]([Cl:13])=[O:10])=[N:6][CH:7]=1, predict the reactants needed to synthesize it. The reactants are: [F:1][C:2]1[CH:3]=[CH:4][C:5]([C:8]([OH:10])=O)=[N:6][CH:7]=1.S(Cl)([Cl:13])=O. (2) Given the product [C:17]([C:18]1[CH:24]=[CH:23][CH:22]=[CH:21][C:19]=1[NH:20][C:14](=[O:15])/[CH:13]=[CH:12]/[C:11]1[C:2](=[O:1])[O:3][C:4]2[C:9]([CH:10]=1)=[CH:8][CH:7]=[CH:6][CH:5]=2)([OH:26])=[O:25], predict the reactants needed to synthesize it. The reactants are: [O:1]=[C:2]1[C:11](/[CH:12]=[CH:13]/[C:14](Cl)=[O:15])=[CH:10][C:9]2[C:4](=[CH:5][CH:6]=[CH:7][CH:8]=2)[O:3]1.[C:17]([OH:26])(=[O:25])[C:18]1[C:19](=[CH:21][CH:22]=[CH:23][CH:24]=1)[NH2:20].C(N(CC)CC)C. (3) Given the product [CH3:37][N:36]1[CH2:27][CH2:26][CH2:25][CH2:34]1.[NH2:1][C@:2]([O:54][CH2:55][CH:56]=[CH2:57])([C:8]([NH:10][C@@H:11]([C:18]([NH:20][CH2:21][C:22]([NH:24][C@H:25]([C:34]([NH2:36])=[O:35])[CH2:26][C:27](=[O:33])[O:28][C:29]([CH3:31])([CH3:32])[CH3:30])=[O:23])=[O:19])[CH2:12][O:13][C:14]([CH3:15])([CH3:16])[CH3:17])=[O:9])[CH2:3][CH2:4][C:5](=[O:6])[OH:7], predict the reactants needed to synthesize it. The reactants are: [NH2:1][C@:2]([O:54][CH2:55][CH:56]=[CH2:57])([C:8]([NH:10][C@@H:11]([C:18]([NH:20][CH2:21][C:22]([NH:24][C@H:25]([C:34]([NH:36][C:37](OCC1C2C(=CC=CC=2)C2C1=CC=CC=2)=O)=[O:35])[CH2:26][C:27](=[O:33])[O:28][C:29]([CH3:32])([CH3:31])[CH3:30])=[O:23])=[O:19])[CH2:12][O:13][C:14]([CH3:17])([CH3:16])[CH3:15])=[O:9])[CH2:3][CH2:4][C:5](=[O:7])[OH:6].